This data is from Full USPTO retrosynthesis dataset with 1.9M reactions from patents (1976-2016). The task is: Predict the reactants needed to synthesize the given product. (1) Given the product [C:26]([O:25][C:23]([N:1]1[CH2:2][CH2:3][C:4]2([O:11][C:10]3[CH:12]=[C:13]([C:16]([OH:18])=[O:17])[CH:14]=[CH:15][C:9]=3[N:8]3[CH:20]=[CH:21][CH:22]=[C:7]23)[CH2:5][CH2:6]1)=[O:24])([CH3:29])([CH3:27])[CH3:28], predict the reactants needed to synthesize it. The reactants are: [N:1]1([C:23]([O:25][C:26]([CH3:29])([CH3:28])[CH3:27])=[O:24])[CH2:6][CH2:5][C:4]2([O:11][C:10]3[CH:12]=[C:13]([C:16]([O:18]C)=[O:17])[CH:14]=[CH:15][C:9]=3[N:8]3[CH:20]=[CH:21][CH:22]=[C:7]23)[CH2:3][CH2:2]1.[Li+].[OH-]. (2) Given the product [NH2:23][C:14]1[CH:13]=[C:12]([Cl:11])[C:17]([C:18]([F:21])([F:19])[F:20])=[CH:16][C:15]=1[NH:22][C:8](=[O:10])[CH2:7][CH2:6][CH:4]1[CH2:3][C:2](=[O:1])[CH2:5]1, predict the reactants needed to synthesize it. The reactants are: [O:1]=[C:2]1[CH2:5][CH:4]([CH2:6][CH2:7][C:8]([OH:10])=O)[CH2:3]1.[Cl:11][C:12]1[CH:13]=[C:14]([NH2:23])[C:15]([NH2:22])=[CH:16][C:17]=1[C:18]([F:21])([F:20])[F:19].C(N(CC)C(C)C)(C)C.F[P-](F)(F)(F)(F)F.C[N+](C)=C(N(C)C)ON1C2N=CC=CC=2N=N1. (3) The reactants are: Br[Mg]C.[C:4]1(C)C=CC=CC=1.[Br:11][C:12]1[CH:17]=[CH:16][C:15]([CH2:18]C(OCC)=O)=[CH:14][CH:13]=1.CC[O:26][CH2:27][CH3:28]. Given the product [Br:11][C:12]1[CH:17]=[CH:16][C:15]([CH2:18][C:27]([CH3:28])([OH:26])[CH3:4])=[CH:14][CH:13]=1, predict the reactants needed to synthesize it. (4) Given the product [Br:13][C:7]1[C:8](=[O:12])[O:9][C:10]2[C:5]([CH:6]=1)=[CH:4][CH:3]=[C:2]([F:1])[CH:11]=2, predict the reactants needed to synthesize it. The reactants are: [F:1][C:2]1[CH:11]=[C:10]2[C:5]([CH:6]=[CH:7][C:8](=[O:12])[O:9]2)=[CH:4][CH:3]=1.[Br:13]Br.C(N(CC)CC)C. (5) Given the product [CH:1]([O:14][CH:15]1[CH2:16][CH2:17][N:18]([C:21]([C:23]2[N:28]=[C:27]([C:29]([OH:31])=[O:30])[CH:26]=[CH:25][CH:24]=2)=[O:22])[CH2:19][CH2:20]1)([C:2]1[CH:3]=[CH:4][CH:5]=[CH:6][CH:7]=1)[C:8]1[CH:13]=[CH:12][CH:11]=[CH:10][CH:9]=1, predict the reactants needed to synthesize it. The reactants are: [CH:1]([O:14][CH:15]1[CH2:20][CH2:19][N:18]([C:21]([C:23]2[N:28]=[C:27]([C:29]([O:31]C)=[O:30])[CH:26]=[CH:25][CH:24]=2)=[O:22])[CH2:17][CH2:16]1)([C:8]1[CH:13]=[CH:12][CH:11]=[CH:10][CH:9]=1)[C:2]1[CH:7]=[CH:6][CH:5]=[CH:4][CH:3]=1.[OH-].[Na+]. (6) The reactants are: [Cl:1][C:2]1[C:11]2[CH:10](O)[CH2:9][CH2:8][CH2:7][C:6]=2[N:5]=[C:4]([C:13]2[C:18]([CH2:19][CH3:20])=[CH:17][CH:16]=[CH:15][C:14]=2[CH2:21][CH3:22])[CH:3]=1.S(Cl)([Cl:25])=O. Given the product [Cl:1][C:2]1[C:11]2[CH:10]([Cl:25])[CH2:9][CH2:8][CH2:7][C:6]=2[N:5]=[C:4]([C:13]2[C:18]([CH2:19][CH3:20])=[CH:17][CH:16]=[CH:15][C:14]=2[CH2:21][CH3:22])[CH:3]=1, predict the reactants needed to synthesize it.